From a dataset of Peptide-MHC class I binding affinity with 185,985 pairs from IEDB/IMGT. Regression. Given a peptide amino acid sequence and an MHC pseudo amino acid sequence, predict their binding affinity value. This is MHC class I binding data. (1) The peptide sequence is WPALSSIAA. The MHC is HLA-A26:01 with pseudo-sequence HLA-A26:01. The binding affinity (normalized) is 0.0847. (2) The peptide sequence is FQPQNGQEI. The MHC is H-2-Db with pseudo-sequence H-2-Db. The binding affinity (normalized) is 0.681. (3) The peptide sequence is YTFAISYCR. The MHC is HLA-A33:01 with pseudo-sequence HLA-A33:01. The binding affinity (normalized) is 0.949. (4) The peptide sequence is RAYRNALSM. The MHC is HLA-B51:01 with pseudo-sequence HLA-B51:01. The binding affinity (normalized) is 0.0847.